This data is from Reaction yield outcomes from USPTO patents with 853,638 reactions. The task is: Predict the reaction yield, written as a fraction of the theoretical maximum amount of product (1.0 means a 100% yield; for example, 0.34 means a 34% yield). The reactants are OC1C(=O)NN=C(CCC2C=CC=CC=2)C=1.C([O:24][C:25]1[N:26]=[N:27][C:28]([C:39]#[C:40][C:41]2[C:46]([F:47])=[CH:45][CH:44]=[CH:43][C:42]=2[Cl:48])=[CH:29][C:30]=1[O:31]CC1C=CC=CC=1)C1C=CC=CC=1. The catalyst is [Pt]=O.CO. The product is [Cl:48][C:42]1[CH:43]=[CH:44][CH:45]=[C:46]([F:47])[C:41]=1[CH2:40][CH2:39][C:28]1[CH:29]=[C:30]([OH:31])[C:25](=[O:24])[NH:26][N:27]=1. The yield is 0.248.